From a dataset of Catalyst prediction with 721,799 reactions and 888 catalyst types from USPTO. Predict which catalyst facilitates the given reaction. (1) Reactant: [F:1][C:2]1[CH:9]=[CH:8][C:5]([CH:6]=[O:7])=[C:4]([O:10][CH3:11])[CH:3]=1.[BH4-].[Na+].C(=O)([O-])O.[K+]. Product: [F:1][C:2]1[CH:9]=[CH:8][C:5]([CH2:6][OH:7])=[C:4]([O:10][CH3:11])[CH:3]=1. The catalyst class is: 24. (2) Reactant: [CH3:1][O:2][C:3]([C:5]1[C:6]([OH:32])=[C:7]2[C:12](=[C:13](Br)[N:14]=1)[N:11]([CH2:16][C:17]1[CH:22]=[CH:21][CH:20]=[CH:19][CH:18]=1)[C:10](=[O:23])[C:9]([C:24]1[CH:29]=[CH:28][C:27]([O:30][CH3:31])=[CH:26][CH:25]=1)=[CH:8]2)=[O:4].C([Sn](CCCC)(CCCC)[C:38]1[CH:39]=[N:40][CH:41]=[CH:42][CH:43]=1)CCC.CCOC(C)=O.Cl. Product: [CH3:1][O:2][C:3]([C:5]1[C:6]([OH:32])=[C:7]2[C:12](=[C:13]([C:38]3[CH:39]=[N:40][CH:41]=[CH:42][CH:43]=3)[N:14]=1)[N:11]([CH2:16][C:17]1[CH:22]=[CH:21][CH:20]=[CH:19][CH:18]=1)[C:10](=[O:23])[C:9]([C:24]1[CH:29]=[CH:28][C:27]([O:30][CH3:31])=[CH:26][CH:25]=1)=[CH:8]2)=[O:4]. The catalyst class is: 510. (3) Reactant: [Cl:1][C:2]1[CH:19]=[CH:18][C:5]([CH2:6][NH:7][C:8]2[C:13]([N+:14]([O-:16])=[O:15])=[CH:12][CH:11]=[C:10](Cl)[N:9]=2)=[CH:4][CH:3]=1.[C:20]([O:24][C:25](=[O:33])[N:26]([C@H:28]([C:30](=[O:32])[NH2:31])[CH3:29])[CH3:27])([CH3:23])([CH3:22])[CH3:21].C1C=CC(P(C2C(C3C(P(C4C=CC=CC=4)C4C=CC=CC=4)=CC=C4C=3C=CC=C4)=C3C(C=CC=C3)=CC=2)C2C=CC=CC=2)=CC=1.C([O-])([O-])=O.[Cs+].[Cs+]. Product: [C:20]([O:24][C:25](=[O:33])[N:26]([CH:28]([C:30](=[O:32])[NH:31][C:10]1[CH:11]=[CH:12][C:13]([N+:14]([O-:16])=[O:15])=[C:8]([NH:7][CH2:6][C:5]2[CH:18]=[CH:19][C:2]([Cl:1])=[CH:3][CH:4]=2)[N:9]=1)[CH3:29])[CH3:27])([CH3:21])([CH3:22])[CH3:23]. The catalyst class is: 102. (4) Reactant: [C:1]([C:9]1[N:13]([C:14]2[CH:19]=[C:18]([C:20]3([CH3:23])[CH2:22][CH2:21]3)[CH:17]=[C:16]([C:24]([CH3:27])([CH3:26])[CH3:25])[CH:15]=2)[CH:12]=[C:11]([C:28](O)=[O:29])[C:10]=1[CH3:31])(=[O:8])[C:2]1[CH:7]=[CH:6][CH:5]=[CH:4][CH:3]=1.Cl.[NH2:33][C@H:34]1[CH2:37][C@H:36]([C:38]([O:40][CH3:41])=[O:39])[CH2:35]1.CN(C(ON1N=NC2C=CC=NC1=2)=[N+](C)C)C.F[P-](F)(F)(F)(F)F.CCN(C(C)C)C(C)C. Product: [C:1]([C:9]1[N:13]([C:14]2[CH:19]=[C:18]([C:20]3([CH3:23])[CH2:22][CH2:21]3)[CH:17]=[C:16]([C:24]([CH3:25])([CH3:26])[CH3:27])[CH:15]=2)[CH:12]=[C:11]([C:28]([NH:33][C@H:34]2[CH2:37][C@H:36]([C:38]([O:40][CH3:41])=[O:39])[CH2:35]2)=[O:29])[C:10]=1[CH3:31])(=[O:8])[C:2]1[CH:3]=[CH:4][CH:5]=[CH:6][CH:7]=1. The catalyst class is: 3.